From a dataset of Reaction yield outcomes from USPTO patents with 853,638 reactions. Predict the reaction yield, written as a fraction of the theoretical maximum amount of product (1.0 means a 100% yield; for example, 0.34 means a 34% yield). (1) The reactants are C(N1C=CN=C1)([N:3]1C=CN=C1)=O.[F:13][C:14]1[CH:15]=[C:16]([CH:34]=[CH:35][CH:36]=1)[CH2:17][O:18][C:19]1[CH:24]=[CH:23][C:22]([N:25]2[C:29](=[O:30])[CH2:28][C@H:27]([C:31](O)=[O:32])[CH2:26]2)=[CH:21][CH:20]=1. The catalyst is O1CCCC1. The product is [F:13][C:14]1[CH:15]=[C:16]([CH:34]=[CH:35][CH:36]=1)[CH2:17][O:18][C:19]1[CH:24]=[CH:23][C:22]([N:25]2[C:29](=[O:30])[CH2:28][C@H:27]([C:31]([NH2:3])=[O:32])[CH2:26]2)=[CH:21][CH:20]=1. The yield is 0.960. (2) The reactants are [CH3:1][N:2]1[C:6]([CH3:7])=[C:5]([C:8]([NH:10][C:11]2[CH:33]=[CH:32][C:14]([O:15][C:16]3[CH:21]=[CH:20][N:19]=[C:18]([NH:22][C:23](=[O:31])OC4C=CC=CC=4)[CH:17]=3)=[C:13]([F:34])[CH:12]=2)=[O:9])[C:4](=[O:35])[N:3]1[C:36]1[CH:41]=[CH:40][CH:39]=[CH:38][CH:37]=1.[NH2:42][CH2:43][CH:44]([OH:46])[CH3:45].[CH3:47]N1C(=O)CCC1. No catalyst specified. The product is [F:34][C:13]1[CH:12]=[C:11]([NH:10][C:8]([C:5]2[C:4](=[O:35])[N:3]([C:36]3[CH:41]=[CH:40][CH:39]=[CH:38][CH:37]=3)[N:2]([CH3:1])[C:6]=2[CH3:7])=[O:9])[CH:33]=[CH:32][C:14]=1[O:15][C:16]1[CH:21]=[CH:20][N:19]=[C:18]([NH:22][C:23]([N:42]([CH2:43][CH:44]([OH:46])[CH3:45])[CH3:47])=[O:31])[CH:17]=1. The yield is 0.600. (3) The reactants are CS(O[CH2:6][CH2:7][CH2:8][CH2:9][C:10]1[C:11]([CH2:25][CH2:26][CH3:27])=[N:12][N:13]([C:15]2[CH:20]=[CH:19][C:18]([C:21]([F:24])([F:23])[F:22])=[CH:17][N:16]=2)[CH:14]=1)(=O)=O.[H-].[Na+].[F:30][C:31]1[CH:36]=[CH:35][C:34]([C:37]2[C:41]([CH2:42][CH2:43][C:44]([O:46]CC)=[O:45])=[CH:40][NH:39][N:38]=2)=[CH:33][CH:32]=1.O. The catalyst is CN(C)C=O. The product is [F:30][C:31]1[CH:32]=[CH:33][C:34]([C:37]2[C:41]([CH2:42][CH2:43][C:44]([OH:46])=[O:45])=[CH:40][N:39]([CH2:6][CH2:7][CH2:8][CH2:9][C:10]3[C:11]([CH2:25][CH2:26][CH3:27])=[N:12][N:13]([C:15]4[CH:20]=[CH:19][C:18]([C:21]([F:22])([F:23])[F:24])=[CH:17][N:16]=4)[CH:14]=3)[N:38]=2)=[CH:35][CH:36]=1. The yield is 0.590. (4) The reactants are [CH3:1][S:2]([O-:4])=[O:3].[Na+].[Br:6][C:7]1[C:8]([Cl:15])=[N:9][CH:10]=[C:11]([CH2:13]Br)[CH:12]=1. The catalyst is CN(C)C=O.O. The product is [Br:6][C:7]1[C:8]([Cl:15])=[N:9][CH:10]=[C:11]([CH2:13][S:2]([CH3:1])(=[O:4])=[O:3])[CH:12]=1. The yield is 0.840. (5) The reactants are [Na].[CH3:2][CH:3]([CH3:7])[C:4](=[O:6])[CH3:5].[C:8](OCC)(=[O:14])[C:9]([O:11][CH2:12][CH3:13])=[O:10].S(=O)(=O)(O)O. The catalyst is O.CCO. The product is [CH3:2][CH:3]([CH3:7])[C:4](=[O:6])[CH2:5][C:8](=[O:14])[C:9]([O:11][CH2:12][CH3:13])=[O:10]. The yield is 0.900.